This data is from Peptide-MHC class II binding affinity with 134,281 pairs from IEDB. The task is: Regression. Given a peptide amino acid sequence and an MHC pseudo amino acid sequence, predict their binding affinity value. This is MHC class II binding data. (1) The peptide sequence is FFFLFNILTGKKITAHHHHHH. The MHC is DRB1_1101 with pseudo-sequence DRB1_1101. The binding affinity (normalized) is 0. (2) The peptide sequence is MGMFNMLSTVLGVSI. The MHC is DRB1_0405 with pseudo-sequence DRB1_0405. The binding affinity (normalized) is 0.298. (3) The peptide sequence is QNITVVLHKTSEPGKY. The MHC is DRB3_0101 with pseudo-sequence DRB3_0101. The binding affinity (normalized) is 0.0444. (4) The peptide sequence is KRWIKMSILNTAGSG. The MHC is DRB1_0405 with pseudo-sequence DRB1_0405. The binding affinity (normalized) is 0.680. (5) The peptide sequence is QEALEDFREFSRAKG. The MHC is DRB3_0101 with pseudo-sequence DRB3_0101. The binding affinity (normalized) is 0.190. (6) The peptide sequence is KASNPNYLAILVKYV. The MHC is HLA-DQA10104-DQB10503 with pseudo-sequence HLA-DQA10104-DQB10503. The binding affinity (normalized) is 0.336. (7) The peptide sequence is QGKAVWGKNSCAKNY. The MHC is DRB1_0901 with pseudo-sequence DRB1_0901. The binding affinity (normalized) is 0.337. (8) The MHC is HLA-DPA10201-DPB10101 with pseudo-sequence HLA-DPA10201-DPB10101. The binding affinity (normalized) is 0.561. The peptide sequence is FDISKISGEWYSIFL. (9) The peptide sequence is ENALSLLDKIYTSPLC. The MHC is DRB3_0101 with pseudo-sequence DRB3_0101. The binding affinity (normalized) is 0.260. (10) The peptide sequence is LASVAMCRTPFSLAE. The MHC is DRB1_0901 with pseudo-sequence DRB1_0901. The binding affinity (normalized) is 0.756.